Dataset: Catalyst prediction with 721,799 reactions and 888 catalyst types from USPTO. Task: Predict which catalyst facilitates the given reaction. Product: [CH3:21][S:22][C:23]1[NH:25][C:1](=[O:11])[CH:2]=[C:3]([C:5]([OH:7])=[O:6])[N:24]=1. The catalyst class is: 6. Reactant: [C:1]([O:11]CC)(=O)[CH2:2][C:3]([C:5]([O:7]CC)=[O:6])=O.[OH-].[Na+].S(O)(O)(=O)=O.[CH3:21][S:22][C:23](=[NH:25])[NH2:24].Cl.